From a dataset of Catalyst prediction with 721,799 reactions and 888 catalyst types from USPTO. Predict which catalyst facilitates the given reaction. (1) Reactant: Cl[C:2]1[CH:7]=[C:6]([CH:8]2[CH2:13][CH2:12][N:11]([CH:14]3[CH2:17][O:16][CH2:15]3)[CH2:10][CH2:9]2)[CH:5]=[C:4]([Cl:18])[N:3]=1.Cl.[CH3:20][O:21][CH:22]1[CH2:25][NH:24][CH2:23]1.CCN(C(C)C)C(C)C.O. Product: [Cl:18][C:4]1[CH:5]=[C:6]([CH:8]2[CH2:13][CH2:12][N:11]([CH:14]3[CH2:17][O:16][CH2:15]3)[CH2:10][CH2:9]2)[CH:7]=[C:2]([N:24]2[CH2:25][CH:22]([O:21][CH3:20])[CH2:23]2)[N:3]=1. The catalyst class is: 16. (2) Reactant: [H-].[Na+].[C:3]([O:7][C:8]([N:10]1[CH2:15][CH:14]2[CH2:16][CH:11]1[CH2:12][CH:13]2[OH:17])=[O:9])([CH3:6])([CH3:5])[CH3:4].Cl[C:19]1[N:20]=[C:21]([N:34]2[CH:39]3[CH2:40][CH2:41][CH:35]2[CH2:36][O:37][CH2:38]3)[C:22]2[C:27]([C:28]3[CH:33]=[CH:32][CH:31]=[CH:30][CH:29]=3)=[CH:26][S:25][C:23]=2[N:24]=1.CO. Product: [C:3]([O:7][C:8]([N:10]1[CH2:15][CH:14]2[CH2:16][CH:11]1[CH2:12][CH:13]2[O:17][C:19]1[N:20]=[C:21]([N:34]2[CH:35]3[CH2:41][CH2:40][CH:39]2[CH2:38][O:37][CH2:36]3)[C:22]2[C:27]([C:28]3[CH:29]=[CH:30][CH:31]=[CH:32][CH:33]=3)=[CH:26][S:25][C:23]=2[N:24]=1)=[O:9])([CH3:6])([CH3:4])[CH3:5]. The catalyst class is: 1. (3) Reactant: [OH:1][C:2]1[CH:11]=[C:10]2[C:5]([C:6]([O:12][C:13]3[CH:18]=[CH:17][C:16]([O:19][CH3:20])=[CH:15][C:14]=3[C:21](=[O:23])[CH3:22])=[CH:7][CH:8]=[N:9]2)=[CH:4][C:3]=1[O:24][CH3:25].Br[CH2:27][CH2:28][Cl:29].C(=O)([O-])[O-].[K+].[K+].O. Product: [Cl:29][CH2:28][CH2:27][O:1][C:2]1[CH:11]=[C:10]2[C:5]([C:6]([O:12][C:13]3[CH:18]=[CH:17][C:16]([O:19][CH3:20])=[CH:15][C:14]=3[C:21](=[O:23])[CH3:22])=[CH:7][CH:8]=[N:9]2)=[CH:4][C:3]=1[O:24][CH3:25]. The catalyst class is: 9. (4) Reactant: [F:1][C:2]1[CH:7]=[CH:6][C:5]([CH:8]([C:12]2[CH:17]=[CH:16][C:15]([F:18])=[CH:14][CH:13]=2)[C:9]([OH:11])=O)=[CH:4][CH:3]=1.[NH2:19][CH2:20][CH2:21][CH2:22][N:23]1[CH2:28][CH2:27][CH:26]([C:29]2[CH:30]=[C:31]([NH:35][C:36](=[O:40])[CH:37]([CH3:39])[CH3:38])[CH:32]=[CH:33][CH:34]=2)[CH2:25][CH2:24]1. Product: [F:18][C:15]1[CH:16]=[CH:17][C:12]([CH:8]([C:5]2[CH:4]=[CH:3][C:2]([F:1])=[CH:7][CH:6]=2)[C:9]([NH:19][CH2:20][CH2:21][CH2:22][N:23]2[CH2:28][CH2:27][CH:26]([C:29]3[CH:30]=[C:31]([NH:35][C:36](=[O:40])[CH:37]([CH3:38])[CH3:39])[CH:32]=[CH:33][CH:34]=3)[CH2:25][CH2:24]2)=[O:11])=[CH:13][CH:14]=1. The catalyst class is: 22. (5) Reactant: Br[C:2]1[N:6]([S:7]([C:10]2[CH:11]=[N:12][CH:13]=[CH:14][CH:15]=2)(=[O:9])=[O:8])[CH:5]=[C:4]([CH2:16][N:17]([CH3:25])[C:18](=[O:24])[O:19][C:20]([CH3:23])([CH3:22])[CH3:21])[CH:3]=1.[Cl:26][C:27]1[N:32]=[CH:31][C:30](B(O)O)=[CH:29][CH:28]=1.C(=O)([O-])O.[Na+].CO[CH2:43][CH2:44]OC. Product: [C:20]([O:19][C:18](=[O:24])[N:17]([CH2:16][C:4]1[CH:3]=[C:2]([C:4]2[CH:3]=[CH:43][C:44]([C:30]3[CH:31]=[N:32][C:27]([Cl:26])=[CH:28][CH:29]=3)=[N:6][CH:5]=2)[N:6]([S:7]([C:10]2[CH:11]=[N:12][CH:13]=[CH:14][CH:15]=2)(=[O:9])=[O:8])[CH:5]=1)[CH3:25])([CH3:23])([CH3:22])[CH3:21]. The catalyst class is: 103.